This data is from Reaction yield outcomes from USPTO patents with 853,638 reactions. The task is: Predict the reaction yield, written as a fraction of the theoretical maximum amount of product (1.0 means a 100% yield; for example, 0.34 means a 34% yield). (1) The reactants are [NH2:1][C:2]1[N:7]=[CH:6][C:5]([C:8]2[CH:9]=[CH:10][C:11]3[O:17][CH2:16][CH2:15][N:14]([C:18]([N:20]4[CH:25]5[CH2:26][CH2:27][CH:21]4[CH2:22][C:23]([C:29]([F:32])([F:31])[F:30])([OH:28])[CH2:24]5)=[O:19])[CH2:13][C:12]=3[CH:33]=2)=[CH:4][C:3]=1[N+:34]([O-])=O.[H][H]. The catalyst is [Pd].C(O)(=O)C. The product is [NH2:34][C:3]1[CH:4]=[C:5]([C:8]2[CH:9]=[CH:10][C:11]3[O:17][CH2:16][CH2:15][N:14]([C:18]([N:20]4[CH:21]5[CH2:27][CH2:26][CH:25]4[CH2:24][C:23]([C:29]([F:32])([F:31])[F:30])([OH:28])[CH2:22]5)=[O:19])[CH2:13][C:12]=3[CH:33]=2)[CH:6]=[N:7][C:2]=1[NH2:1]. The yield is 0.920. (2) The reactants are Cl.[NH2:2][C:3]1[C:10]([Cl:11])=[CH:9][C:8]([N+:12]([O-])=O)=[CH:7][C:4]=1[C:5]#[N:6].C(=O)([O-])[O-].[Na+].[Na+]. The catalyst is O1CCCC1.[Zn]. The product is [NH2:2][C:3]1[C:10]([Cl:11])=[CH:9][C:8]([NH2:12])=[CH:7][C:4]=1[C:5]#[N:6]. The yield is 0.990. (3) The reactants are Br.[NH2:2][C:3]1[C:11]([OH:12])=[CH:10][CH:9]=[CH:8][C:4]=1[C:5]([OH:7])=[O:6].[CH:13]1([C:19](Cl)=O)[CH2:18][CH2:17][CH2:16][CH2:15][CH2:14]1.C(N(CC)CC)C.O.C1(C)C=CC(S(O)(=O)=O)=CC=1. The catalyst is ClCCl.O. The product is [CH:13]1([C:19]2[O:12][C:11]3[C:3](=[C:4]([C:5]([OH:7])=[O:6])[CH:8]=[CH:9][CH:10]=3)[N:2]=2)[CH2:18][CH2:17][CH2:16][CH2:15][CH2:14]1. The yield is 0.660. (4) The reactants are Br[C:2]1[N:3]=[C:4]2[CH:10]=[CH:9][N:8]([CH2:11][O:12][CH2:13][CH2:14][Si:15]([CH3:18])([CH3:17])[CH3:16])[C:5]2=[N:6][CH:7]=1.C(=[NH:32])(C1C=CC=CC=1)C1C=CC=CC=1.C([O-])(=O)C.[Na+].Cl.NO. The catalyst is C1(C)C=CC=CC=1.C1C=CC(/C=C/C(/C=C/C2C=CC=CC=2)=O)=CC=1.C1C=CC(/C=C/C(/C=C/C2C=CC=CC=2)=O)=CC=1.C1C=CC(/C=C/C(/C=C/C2C=CC=CC=2)=O)=CC=1.[Pd].[Pd].C1C=CC(P(C2C(C3C(P(C4C=CC=CC=4)C4C=CC=CC=4)=CC=C4C=3C=CC=C4)=C3C(C=CC=C3)=CC=2)C2C=CC=CC=2)=CC=1. The product is [CH3:16][Si:15]([CH3:18])([CH3:17])[CH2:14][CH2:13][O:12][CH2:11][N:8]1[C:5]2=[N:6][CH:7]=[C:2]([NH2:32])[N:3]=[C:4]2[CH:10]=[CH:9]1. The yield is 0.750. (5) The reactants are [CH2:1]([N:3]1[CH:8]=[C:7]([C:9]([O:11]C)=[O:10])[CH:6]=[CH:5][C:4]1=[O:13])[CH3:2].O.[OH-].[Li+].Cl. The catalyst is O.CO. The product is [CH2:1]([N:3]1[CH:8]=[C:7]([C:9]([OH:11])=[O:10])[CH:6]=[CH:5][C:4]1=[O:13])[CH3:2]. The yield is 0.650.